Dataset: Forward reaction prediction with 1.9M reactions from USPTO patents (1976-2016). Task: Predict the product of the given reaction. (1) The product is: [CH3:1][O:2][C:3](=[O:18])[C:4]1[CH:9]=[CH:8][C:7]([O:10][C:11]2[CH:16]=[CH:15][C:14](=[O:21])[NH:13][N:12]=2)=[CH:6][CH:5]=1. Given the reactants [CH3:1][O:2][C:3](=[O:18])[C:4]1[CH:9]=[CH:8][C:7]([O:10][C:11]2[N:12]=[N:13][C:14](Cl)=[CH:15][CH:16]=2)=[CH:6][CH:5]=1.C([O-])(=[O:21])C.[K+], predict the reaction product. (2) Given the reactants F[C:2]1[N:7]=[C:6]([C:8]2[C:16]3[C:11](=[CH:12][N:13]=[C:14]([C:17]4[CH:18]=[N:19][N:20]([CH3:22])[CH:21]=4)[CH:15]=3)[N:10]([CH:23]3[CH2:28][CH2:27][CH2:26][CH2:25][O:24]3)[N:9]=2)[CH:5]=[CH:4][CH:3]=1.[NH:29]1[CH2:35][CH2:34][CH2:33][C@@H:32]([NH:36][C:37](=[O:46])[O:38][CH2:39][C:40]2[CH:45]=[CH:44][CH:43]=[CH:42][CH:41]=2)[CH2:31][CH2:30]1, predict the reaction product. The product is: [CH3:22][N:20]1[CH:21]=[C:17]([C:14]2[CH:15]=[C:16]3[C:8]([C:6]4[N:7]=[C:2]([N:29]5[CH2:35][CH2:34][CH2:33][C@@H:32]([NH:36][C:37](=[O:46])[O:38][CH2:39][C:40]6[CH:41]=[CH:42][CH:43]=[CH:44][CH:45]=6)[CH2:31][CH2:30]5)[CH:3]=[CH:4][CH:5]=4)=[N:9][N:10]([CH:23]4[CH2:28][CH2:27][CH2:26][CH2:25][O:24]4)[C:11]3=[CH:12][N:13]=2)[CH:18]=[N:19]1.